This data is from Reaction yield outcomes from USPTO patents with 853,638 reactions. The task is: Predict the reaction yield, written as a fraction of the theoretical maximum amount of product (1.0 means a 100% yield; for example, 0.34 means a 34% yield). (1) The reactants are [F:1][C:2]([F:13])([F:12])[C:3]1[CH:4]=[C:5](B(O)O)[CH:6]=[CH:7][CH:8]=1.COC1C=CC=C(OC)C=1C1C=CC=CC=1P(C1CCCCC1)C1CCCCC1.P([O-])([O-])([O-])=O.[K+].[K+].[K+].Cl[C:52]1[CH:57]=[CH:56][C:55]([N:58]2[C:67]3[C:62](=[CH:63][C:64]([S:68]([NH:71][C:72]4[CH:76]=[CH:75][O:74][N:73]=4)(=[O:70])=[O:69])=[CH:65][CH:66]=3)[CH:61]=[CH:60][C:59]2=[O:77])=[CH:54][CH:53]=1. The catalyst is O1CCOCC1.O. The product is [O:74]1[CH:75]=[CH:76][C:72]([NH:71][S:68]([C:64]2[CH:63]=[C:62]3[C:67](=[CH:66][CH:65]=2)[N:58]([C:55]2[CH:54]=[CH:53][C:52]([C:5]4[CH:6]=[CH:7][CH:8]=[C:3]([C:2]([F:13])([F:12])[F:1])[CH:4]=4)=[CH:57][CH:56]=2)[C:59](=[O:77])[CH:60]=[CH:61]3)(=[O:70])=[O:69])=[N:73]1. The yield is 0.192. (2) The reactants are Cl[C:2]1[CH:3]=[C:4]([C:11]([CH3:24])([CH3:23])[C:12]([N:14]([CH2:19][CH:20]([CH3:22])[CH3:21])[CH2:15][CH:16]([CH3:18])[CH3:17])=[O:13])[CH:5]=[CH:6][C:7]=1[N+:8]([O-:10])=[O:9].[CH3:25][N:26]([CH3:31])[CH2:27][CH2:28][CH2:29][NH2:30].C(=O)([O-])[O-].[K+].[K+]. The catalyst is CN(C=O)C.C(OCC)(=O)C.O. The product is [CH3:25][N:26]([CH3:31])[CH2:27][CH2:28][CH2:29][NH:30][C:2]1[CH:3]=[C:4]([C:11]([CH3:24])([CH3:23])[C:12]([N:14]([CH2:19][CH:20]([CH3:22])[CH3:21])[CH2:15][CH:16]([CH3:18])[CH3:17])=[O:13])[CH:5]=[CH:6][C:7]=1[N+:8]([O-:10])=[O:9]. The yield is 0.480. (3) The reactants are C([O:8][C:9]1[C:14]([O:15][CH3:16])=[CH:13][CH:12]=[CH:11][C:10]=1/[CH:17]=[CH:18]/[C:19]([O:21][CH2:22][CH3:23])=[O:20])C1C=CC=CC=1. The catalyst is [C].[Pd].O1CCCC1. The product is [OH:8][C:9]1[C:14]([O:15][CH3:16])=[CH:13][CH:12]=[CH:11][C:10]=1[CH2:17][CH2:18][C:19]([O:21][CH2:22][CH3:23])=[O:20]. The yield is 0.880. (4) The reactants are [F:1][C:2]1[CH:7]=[CH:6][C:5]([N:8]2[CH2:14][CH2:13][CH2:12][CH2:11][CH2:10][C:9]2=[O:15])=[CH:4][CH:3]=1.[Li+].CC([N-]C(C)C)C.Cl[C:25]([O:27][CH2:28][C:29]1[CH:34]=[CH:33][CH:32]=[CH:31][CH:30]=1)=[O:26]. The catalyst is C1COCC1.CCOC(C)=O. The product is [F:1][C:2]1[CH:7]=[CH:6][C:5]([N:8]2[CH2:14][CH2:13][CH2:12][CH2:11][CH:10]([C:25]([O:27][CH2:28][C:29]3[CH:34]=[CH:33][CH:32]=[CH:31][CH:30]=3)=[O:26])[C:9]2=[O:15])=[CH:4][CH:3]=1. The yield is 0.550. (5) The reactants are [C:1]1([C:7]2[CH:8]=[C:9]3[C:13](=[CH:14][CH:15]=2)[NH:12][C:11](=[O:16])[C:10]3=[CH:17]OC(C)(C)C)[CH:6]=[CH:5][CH:4]=[CH:3][CH:2]=1.[S:23]([NH2:33])(=[O:32])([C:25]1[CH:30]=[CH:29][C:28]([NH2:31])=[CH:27][CH:26]=1)=[O:24]. The catalyst is Cl.C(O)C. The product is [O:16]=[C:11]1[C:10](=[CH:17][NH:31][C:28]2[CH:29]=[CH:30][C:25]([S:23]([NH2:33])(=[O:24])=[O:32])=[CH:26][CH:27]=2)[C:9]2[C:13](=[CH:14][CH:15]=[C:7]([C:1]3[CH:2]=[CH:3][CH:4]=[CH:5][CH:6]=3)[CH:8]=2)[NH:12]1. The yield is 0.560.